Regression. Given two drug SMILES strings and cell line genomic features, predict the synergy score measuring deviation from expected non-interaction effect. From a dataset of NCI-60 drug combinations with 297,098 pairs across 59 cell lines. (1) Drug 1: CC1=C(C(=CC=C1)Cl)NC(=O)C2=CN=C(S2)NC3=CC(=NC(=N3)C)N4CCN(CC4)CCO. Drug 2: CN(C(=O)NC(C=O)C(C(C(CO)O)O)O)N=O. Cell line: HS 578T. Synergy scores: CSS=13.1, Synergy_ZIP=-1.48, Synergy_Bliss=-2.41, Synergy_Loewe=8.65, Synergy_HSA=1.71. (2) Drug 1: CN1C(=O)N2C=NC(=C2N=N1)C(=O)N. Drug 2: CC1=C2C(C(=O)C3(C(CC4C(C3C(C(C2(C)C)(CC1OC(=O)C(C(C5=CC=CC=C5)NC(=O)C6=CC=CC=C6)O)O)OC(=O)C7=CC=CC=C7)(CO4)OC(=O)C)O)C)OC(=O)C. Cell line: HCT-15. Synergy scores: CSS=-6.13, Synergy_ZIP=3.18, Synergy_Bliss=1.32, Synergy_Loewe=-0.0808, Synergy_HSA=-1.45. (3) Drug 1: CC12CCC3C(C1CCC2=O)CC(=C)C4=CC(=O)C=CC34C. Drug 2: CC=C1C(=O)NC(C(=O)OC2CC(=O)NC(C(=O)NC(CSSCCC=C2)C(=O)N1)C(C)C)C(C)C. Cell line: COLO 205. Synergy scores: CSS=90.0, Synergy_ZIP=2.48, Synergy_Bliss=3.40, Synergy_Loewe=-29.1, Synergy_HSA=2.67. (4) Drug 1: CC1=C2C(C(=O)C3(C(CC4C(C3C(C(C2(C)C)(CC1OC(=O)C(C(C5=CC=CC=C5)NC(=O)OC(C)(C)C)O)O)OC(=O)C6=CC=CC=C6)(CO4)OC(=O)C)OC)C)OC. Drug 2: C1=CC(=CC=C1CCC2=CNC3=C2C(=O)NC(=N3)N)C(=O)NC(CCC(=O)O)C(=O)O. Cell line: SF-268. Synergy scores: CSS=27.9, Synergy_ZIP=-8.61, Synergy_Bliss=-12.0, Synergy_Loewe=-9.32, Synergy_HSA=-7.58.